From a dataset of Forward reaction prediction with 1.9M reactions from USPTO patents (1976-2016). Predict the product of the given reaction. Given the reactants [C:1]([O:5][C:6]([NH:8][CH:9]([C@H:15]([CH3:23])[CH2:16][CH2:17][CH2:18][CH:19]([CH3:22])[CH:20]=[CH2:21])[C:10]([O:12]CC)=[O:11])=[O:7])([CH3:4])([CH3:3])[CH3:2].CO.[Li+].[OH-], predict the reaction product. The product is: [C:1]([O:5][C:6]([NH:8][CH:9]([C@H:15]([CH3:23])[CH2:16][CH2:17][CH2:18][CH:19]([CH3:22])[CH:20]=[CH2:21])[C:10]([OH:12])=[O:11])=[O:7])([CH3:4])([CH3:3])[CH3:2].